This data is from Full USPTO retrosynthesis dataset with 1.9M reactions from patents (1976-2016). The task is: Predict the reactants needed to synthesize the given product. The reactants are: C[O:2][C:3]([C:5]1[C:6]([C:14]2[CH:19]=[CH:18][CH:17]=[CH:16][C:15]=2[N+:20]([O-:22])=[O:21])=[CH:7][CH:8]=[C:9]([C:11](=[S:13])[NH2:12])[CH:10]=1)=[O:4].Br[CH2:24][C:25]([C:27]1[S:28][CH:29]=[CH:30][CH:31]=1)=O. Given the product [N+:20]([C:15]1[CH:16]=[CH:17][CH:18]=[CH:19][C:14]=1[C:6]1[C:5]([C:3]([OH:2])=[O:4])=[CH:10][C:9]([C:11]2[S:13][CH:24]=[C:25]([C:27]3[S:28][CH:29]=[CH:30][CH:31]=3)[N:12]=2)=[CH:8][CH:7]=1)([O-:22])=[O:21], predict the reactants needed to synthesize it.